This data is from Catalyst prediction with 721,799 reactions and 888 catalyst types from USPTO. The task is: Predict which catalyst facilitates the given reaction. (1) Reactant: [NH2:1][C:2]1[CH:3]=[CH:4][C:5]2[CH2:9][O:8][B:7]([OH:10])[C:6]=2[CH:11]=1.C(=O)([O-])[O-].[K+].[K+].[C:18]([C:20]1[C:21]([S:33](Cl)(=[O:35])=[O:34])=[N:22][CH:23]=[C:24]([NH:26][C:27](=[O:32])[C:28]([F:31])([F:30])[F:29])[CH:25]=1)#[N:19]. Product: [C:18]([C:20]1[CH:25]=[C:24]([NH:26][C:27](=[O:32])[C:28]([F:31])([F:29])[F:30])[CH:23]=[N:22][C:21]=1[S:33](=[O:34])(=[O:35])[NH:1][C:2]1[CH:3]=[CH:4][C:5]2[CH2:9][O:8][B:7]([OH:10])[C:6]=2[CH:11]=1)#[N:19]. The catalyst class is: 47. (2) Reactant: [BH4-].[Na+].[CH2:3]([N:5]([CH2:14][C@H:15]1[CH2:20][CH2:19][C@H:18]([CH2:21][C:22]([O:24][CH2:25][CH3:26])=[O:23])[CH2:17][CH2:16]1)[C:6]1[C:7]([CH:12]=[O:13])=[N:8][CH:9]=[CH:10][CH:11]=1)[CH3:4]. Product: [CH2:3]([N:5]([CH2:14][C@H:15]1[CH2:16][CH2:17][C@H:18]([CH2:21][C:22]([O:24][CH2:25][CH3:26])=[O:23])[CH2:19][CH2:20]1)[C:6]1[C:7]([CH2:12][OH:13])=[N:8][CH:9]=[CH:10][CH:11]=1)[CH3:4]. The catalyst class is: 88. (3) Reactant: [CH3:1][N:2]([CH2:10][CH2:11][N:12]([CH3:31])[CH2:13][C:14]1[C:15]([CH:25]2[CH2:30][CH2:29][NH:28][CH2:27][CH2:26]2)=[N:16][N:17]([CH:19]2[CH2:24][CH2:23][CH2:22][CH2:21][O:20]2)[CH:18]=1)[C:3](=[O:9])[O:4][C:5]([CH3:8])([CH3:7])[CH3:6].[CH3:32][CH:33]([CH3:36])[CH:34]=O.[BH-](OC(C)=O)(OC(C)=O)OC(C)=O.[Na+]. Product: [CH2:32]([N:28]1[CH2:29][CH2:30][CH:25]([C:15]2[C:14]([CH2:13][N:12]([CH3:31])[CH2:11][CH2:10][N:2]([CH3:1])[C:3](=[O:9])[O:4][C:5]([CH3:8])([CH3:7])[CH3:6])=[CH:18][N:17]([CH:19]3[CH2:24][CH2:23][CH2:22][CH2:21][O:20]3)[N:16]=2)[CH2:26][CH2:27]1)[CH:33]([CH3:36])[CH3:34]. The catalyst class is: 26. (4) Reactant: C([O:3][C:4]([C:6]1[O:10][N:9]=[C:8]([C:11]2[CH:16]=[CH:15][C:14]([OH:17])=[CH:13][CH:12]=2)[CH:7]=1)=O)C.[NH3:18]. Product: [OH:17][C:14]1[CH:15]=[CH:16][C:11]([C:8]2[CH:7]=[C:6]([C:4]([NH2:18])=[O:3])[O:10][N:9]=2)=[CH:12][CH:13]=1. The catalyst class is: 14. (5) The catalyst class is: 2. Product: [Cl:5][C:6]1[CH:7]=[CH:8][C:9]([OH:18])=[C:10]([C:12]2[CH:13]=[CH:14][N:15]=[CH:16][CH:17]=2)[CH:11]=1. Reactant: B(Br)(Br)Br.[Cl:5][C:6]1[CH:7]=[CH:8][C:9]([O:18]C)=[C:10]([C:12]2[CH:17]=[CH:16][N:15]=[CH:14][CH:13]=2)[CH:11]=1.CCOC(C)=O. (6) Reactant: [F:1][C:2]([F:35])([F:34])[C:3]1[CH:4]=[C:5]([NH:13][C:14]2[C:23]3[C:18](=[CH:19][CH:20]=[CH:21][CH:22]=3)[C:17]([C:24]3[CH:33]=[CH:32][C:27]([C:28]([O:30]C)=[O:29])=[CH:26][CH:25]=3)=[N:16][N:15]=2)[CH:6]=[C:7]([C:9]([F:12])([F:11])[F:10])[CH:8]=1.[OH-].[Na+]. Product: [F:35][C:2]([F:1])([F:34])[C:3]1[CH:4]=[C:5]([NH:13][C:14]2[C:23]3[C:18](=[CH:19][CH:20]=[CH:21][CH:22]=3)[C:17]([C:24]3[CH:33]=[CH:32][C:27]([C:28]([OH:30])=[O:29])=[CH:26][CH:25]=3)=[N:16][N:15]=2)[CH:6]=[C:7]([C:9]([F:12])([F:10])[F:11])[CH:8]=1. The catalyst class is: 5.